Dataset: Experimentally validated miRNA-target interactions with 360,000+ pairs, plus equal number of negative samples. Task: Binary Classification. Given a miRNA mature sequence and a target amino acid sequence, predict their likelihood of interaction. The miRNA is hsa-miR-4756-5p with sequence CAGGGAGGCGCUCACUCUCUGCU. The protein sequence of the target gene is MAAIYGGVEGGGTRSEVLLVSEDGKILAEADGLSTNHWLIGTDKCVERINEMVNRAKRKAGVDPLVPLRSLGLSLSGGDQEDAGRILIEELRDRFPYLSESYLITTDAAGSIATATPDGGVVLISGTGSNCRLINPDGSESGCGGWGHMMGDEGSAYWIAHQAVKIVFDSIDNLEAAPHDIGYVKQAMFHYFQVPDRLGILTHLYRDFDKCRFAGFCRKIAEGAQQGDPLSRYIFRKAGEMLGRHIVAVLPEIDPVLFQGKIGLPILCVGSVWKSWELLKEGFLLALTQGREIQAQNFFS.... Result: 0 (no interaction).